From a dataset of Forward reaction prediction with 1.9M reactions from USPTO patents (1976-2016). Predict the product of the given reaction. (1) The product is: [CH3:13][O:14]/[N:15]=[C:16](/[C:18]1[N:19]=[C:20]([C:24]#[C:25][CH2:26][O:27][S:2]([CH3:1])(=[O:4])=[O:3])[CH:21]=[CH:22][CH:23]=1)\[CH3:17]. Given the reactants [CH3:1][S:2](Cl)(=[O:4])=[O:3].C(N(CC)CC)C.[CH3:13][O:14]/[N:15]=[C:16](/[C:18]1[CH:23]=[CH:22][CH:21]=[C:20]([C:24]#[C:25][CH2:26][OH:27])[N:19]=1)\[CH3:17].C(=O)(O)[O-].[Na+], predict the reaction product. (2) Given the reactants C[Mg]Br.C([O:6][CH2:7][CH3:8])C.[OH:9][C:10]1[C:17]([CH:18]([CH3:20])[CH3:19])=[CH:16][C:15]([CH:21]([CH3:23])[CH3:22])=[CH:14][C:11]=1C#N.Cl, predict the reaction product. The product is: [OH:9][C:10]1[C:17]([CH:18]([CH3:19])[CH3:20])=[CH:16][C:15]([CH:21]([CH3:23])[CH3:22])=[CH:14][C:11]=1[C:7](=[O:6])[CH3:8].